This data is from Full USPTO retrosynthesis dataset with 1.9M reactions from patents (1976-2016). The task is: Predict the reactants needed to synthesize the given product. Given the product [Cl:13][C:4]1[CH:5]=[C:6]([C:8]([CH3:12])([CH3:11])[C:9]#[N:10])[CH:7]=[C:2]([CH:14]2[CH2:16][CH2:15]2)[N:3]=1, predict the reactants needed to synthesize it. The reactants are: Cl[C:2]1[CH:7]=[C:6]([C:8]([CH3:12])([CH3:11])[C:9]#[N:10])[CH:5]=[C:4]([Cl:13])[N:3]=1.[CH:14]1(B(O)O)[CH2:16][CH2:15]1.P([O-])([O-])([O-])=O.[K+].[K+].[K+].